This data is from Forward reaction prediction with 1.9M reactions from USPTO patents (1976-2016). The task is: Predict the product of the given reaction. (1) Given the reactants [OH-].[K+].[N+:3]([C:6]1[CH:7]=[C:8]2[C:12](=[CH:13][CH:14]=1)[N:11]([CH2:15][CH2:16][CH3:17])[C:10]([C:18]([O:20]CC)=[O:19])=[CH:9]2)([O-:5])=[O:4].O.Cl, predict the reaction product. The product is: [N+:3]([C:6]1[CH:7]=[C:8]2[C:12](=[CH:13][CH:14]=1)[N:11]([CH2:15][CH2:16][CH3:17])[C:10]([C:18]([OH:20])=[O:19])=[CH:9]2)([O-:5])=[O:4]. (2) The product is: [C:1]1([CH2:7][CH2:8][CH2:9][CH2:10][C:11]2[S:12][CH:13]=[C:14]([CH2:16][C:17]([O:19][CH2:20][CH3:21])=[O:18])[N:15]=2)[CH:6]=[CH:5][CH:4]=[CH:3][CH:2]=1. Given the reactants [C:1]1([CH2:7][CH2:8][C:9]#[C:10][C:11]2[S:12][CH:13]=[C:14]([CH2:16][C:17]([O:19][CH2:20][CH3:21])=[O:18])[N:15]=2)[CH:6]=[CH:5][CH:4]=[CH:3][CH:2]=1, predict the reaction product. (3) Given the reactants [CH3:1][C:2]([O:5][C:6]([NH:8][C@H:9]([C:16]([OH:18])=O)[CH:10]1[CH2:15][CH2:14][CH2:13][CH2:12][CH2:11]1)=[O:7])([CH3:4])[CH3:3].CN(C(ON1N=NC2C=CC=NC1=2)=[N+](C)C)C.F[P-](F)(F)(F)(F)F.CCN(C(C)C)C(C)C.[CH3:52][O:53][C:54]([CH:56]1[CH2:60][N:59]([C:61]([O:63][CH2:64][C:65]2[CH:70]=[CH:69][CH:68]=[CH:67][CH:66]=2)=[O:62])[CH:58]2[CH2:71][CH2:72][NH:73][CH:57]12)=[O:55], predict the reaction product. The product is: [CH3:52][O:53][C:54]([CH:56]1[CH2:60][N:59]([C:61]([O:63][CH2:64][C:65]2[CH:66]=[CH:67][CH:68]=[CH:69][CH:70]=2)=[O:62])[CH:58]2[CH2:71][CH2:72][N:73]([C:16](=[O:18])[CH:9]([NH:8][C:6]([O:5][C:2]([CH3:1])([CH3:3])[CH3:4])=[O:7])[CH:10]3[CH2:11][CH2:12][CH2:13][CH2:14][CH2:15]3)[CH:57]12)=[O:55].